Dataset: Peptide-MHC class I binding affinity with 185,985 pairs from IEDB/IMGT. Task: Regression. Given a peptide amino acid sequence and an MHC pseudo amino acid sequence, predict their binding affinity value. This is MHC class I binding data. (1) The peptide sequence is KPKLKVATL. The MHC is HLA-A03:01 with pseudo-sequence HLA-A03:01. The binding affinity (normalized) is 0.0847. (2) The peptide sequence is SLSPNDTTWI. The MHC is HLA-A03:01 with pseudo-sequence HLA-A03:01. The binding affinity (normalized) is 0.0338.